Dataset: Full USPTO retrosynthesis dataset with 1.9M reactions from patents (1976-2016). Task: Predict the reactants needed to synthesize the given product. (1) Given the product [CH3:16][O:15][C:8]1[N:7]=[CH:6][C:5]2[S:4][CH2:3][CH2:2][NH:1][C:11](=[O:12])[C:10]=2[CH:9]=1, predict the reactants needed to synthesize it. The reactants are: [NH2:1][CH2:2][CH2:3][S:4][C:5]1[C:10]([C:11](OC)=[O:12])=[CH:9][C:8]([O:15][CH3:16])=[N:7][CH:6]=1.C1COCC1.C[O-].[Na+]. (2) Given the product [CH3:11][O:10][P:7]([CH2:6][C:5]1[CH:13]=[CH:14][C:2]([NH:1][C:30](=[O:31])/[CH:29]=[CH:28]/[C:23]2[CH:24]=[N:25][N:26]([CH3:27])[C:22]=2[C:19]2[CH:20]=[CH:21][C:16]([F:15])=[CH:17][CH:18]=2)=[CH:3][CH:4]=1)([O:8][CH3:9])=[O:12], predict the reactants needed to synthesize it. The reactants are: [NH2:1][C:2]1[CH:14]=[CH:13][C:5]([CH2:6][P:7](=[O:12])([O:10][CH3:11])[O:8][CH3:9])=[CH:4][CH:3]=1.[F:15][C:16]1[CH:21]=[CH:20][C:19]([C:22]2[N:26]([CH3:27])[N:25]=[CH:24][C:23]=2/[CH:28]=[CH:29]/[C:30](O)=[O:31])=[CH:18][CH:17]=1.O.ON1C2C=CC=CC=2N=N1.Cl.C(N=C=NCCCN(C)C)C.Cl. (3) Given the product [CH2:16]([O:15][C@@H:4]([CH2:5][C:6]1[CH:7]=[C:8]2[C:12](=[CH:13][CH:14]=1)[N:11]([CH2:20][C:21]1[N:22]=[C:23]([C:27]3[CH:28]=[CH:29][C:30]([CH2:33][CH3:34])=[CH:31][CH:32]=3)[O:24][C:25]=1[CH3:26])[CH:10]=[CH:9]2)[C:3]([OH:2])=[O:18])[CH3:17], predict the reactants needed to synthesize it. The reactants are: C[O:2][C:3](=[O:18])[C@@H:4]([O:15][CH2:16][CH3:17])[CH2:5][C:6]1[CH:7]=[C:8]2[C:12](=[CH:13][CH:14]=1)[NH:11][CH:10]=[CH:9]2.Cl[CH2:20][C:21]1[N:22]=[C:23]([C:27]2[CH:32]=[CH:31][C:30]([CH2:33][CH3:34])=[CH:29][CH:28]=2)[O:24][C:25]=1[CH3:26]. (4) Given the product [ClH:71].[ClH:71].[NH2:8][C@H:9]1[CH2:14][CH2:13][C@H:12]([N:15]([C:19]2[CH:24]=[C:23]([CH2:25][CH2:26][CH2:27][CH2:28][N:29]3[C:33]4[CH:34]=[CH:35][C:36]([CH2:38][NH:39][CH2:40][C@H:41]([OH:54])[C:42]5[CH:51]=[CH:50][C:49]([OH:52])=[C:48]6[C:43]=5[CH:44]=[CH:45][C:46](=[O:53])[NH:47]6)=[CH:37][C:32]=4[N:31]=[CH:30]3)[CH:22]=[CH:21][C:20]=2[C:62]2[CH:63]=[CH:64][CH:65]=[CH:66][CH:67]=2)[C:16](=[O:17])[OH:18])[CH2:11][CH2:10]1, predict the reactants needed to synthesize it. The reactants are: C(OC([NH:8][C@H:9]1[CH2:14][CH2:13][C@H:12]([N:15]([C:19]2[CH:24]=[C:23]([CH2:25][CH2:26][CH2:27][CH2:28][N:29]3[C:33]4[CH:34]=[CH:35][C:36]([CH2:38][NH:39][CH2:40][C@H:41]([O:54][Si](C(C)(C)C)(C)C)[C:42]5[CH:51]=[CH:50][C:49]([OH:52])=[C:48]6[C:43]=5[CH:44]=[CH:45][C:46](=[O:53])[NH:47]6)=[CH:37][C:32]=4[N:31]=[CH:30]3)[CH:22]=[CH:21][C:20]=2[C:62]2[CH:67]=[CH:66][CH:65]=[CH:64][CH:63]=2)[C:16](=[O:18])[O-:17])[CH2:11][CH2:10]1)=O)(C)(C)C.C(#N)C.[ClH:71]. (5) Given the product [OH:24][C:25]1[CH:26]=[CH:27][C:28]([C:31]2[O:32][C:3]3[CH:4]=[C:5]([O:8][CH2:9][C@@H:10]([NH:12][C:13](=[O:15])[CH3:14])[CH3:11])[N:6]=[CH:7][C:2]=3[N:1]=2)=[N:29][CH:30]=1, predict the reactants needed to synthesize it. The reactants are: [NH2:1][C:2]1[C:3](Cl)=[CH:4][C:5]([O:8][CH2:9][C@@H:10]([NH:12][C:13](=[O:15])[CH3:14])[CH3:11])=[N:6][CH:7]=1.C([O:24][C:25]1[CH:26]=[CH:27][C:28]([C:31](O)=[O:32])=[N:29][CH:30]=1)C1C=CC=CC=1.C(N(C(C)C)CC)(C)C.CN(C(ON1N=NC2C=CC=NC1=2)=[N+](C)C)C.F[P-](F)(F)(F)(F)F. (6) Given the product [CH3:23][C:22]1[O:21][C:4]2[CH:14]=[CH:13][CH:12]=[C:6]([O:7][CH2:8][C@@H:9]3[CH2:11][O:10]3)[C:5]=2[N:25]=1, predict the reactants needed to synthesize it. The reactants are: [N+]([C:4]1[CH:5]=[C:6]([CH:12]=[CH:13][CH:14]=1)[O:7][CH2:8][C@@H:9]1[CH2:11][O:10]1)([O-])=O.C(=O)([O-])[O-].[Cs+].[Cs+].[O:21]1[CH2:23][CH2:22]1.C[N:25](C)C=O. (7) Given the product [N:31]12[CH2:36][CH2:35][CH:34]([CH2:33][CH2:32]1)[C@H:29]([O:8][C:7](=[O:9])[C@:6]([CH:1]1[CH2:5][CH2:4][CH2:3][CH2:2]1)([OH:15])[C:10]1[S:11][CH:12]=[CH:13][CH:14]=1)[CH2:30]2, predict the reactants needed to synthesize it. The reactants are: [CH:1]1([C@@:6]([OH:15])([C:10]2[S:11][CH:12]=[CH:13][CH:14]=2)[C:7]([OH:9])=[O:8])[CH2:5][CH2:4][CH2:3][CH2:2]1.C(N1C=CN=C1)(N1C=CN=C1)=O.O[C@H:29]1[CH:34]2[CH2:35][CH2:36][N:31]([CH2:32][CH2:33]2)[CH2:30]1.O. (8) Given the product [Br:3][C:4]1[C:5](=[O:1])[C:6]2[C:14](=[CH:15][CH:16]=1)[C:13]1[C:8](=[CH:9][C:10]([Br:17])=[CH:11][CH:12]=1)[CH:7]=2, predict the reactants needed to synthesize it. The reactants are: [O:1]=O.[Br:3][C:4]1[CH:16]=[CH:15][C:14]2[C:13]3[C:8](=[CH:9][C:10]([Br:17])=[CH:11][CH:12]=3)[CH2:7][C:6]=2[CH:5]=1.[OH-].[NH4+].[NH4+].[NH4+].[NH4+].[OH-].[OH-].[OH-].[OH-].[Na+]. (9) Given the product [CH2:52]([C:49]1[CH:50]=[CH:51][C:46]([CH2:45][C:42]2[NH:41][C:40]([C@@H:10]3[O:11][C@H:12]([CH2:31][OH:32])[C@@H:13]([OH:23])[C@H:14]([OH:15])[C@H:9]3[OH:8])=[CH:44][CH:43]=2)=[CH:47][CH:48]=1)[CH3:53], predict the reactants needed to synthesize it. The reactants are: C([O:8][C@@H:9]1[C@@H:14]([O:15]CC2C=CC=CC=2)[C@H:13]([O:23]CC2C=CC=CC=2)[C@@H:12]([CH2:31][O:32]CC2C=CC=CC=2)[O:11][C@H:10]1[C:40]1[NH:41][C:42]([CH2:45][C:46]2[CH:51]=[CH:50][C:49]([CH2:52][CH3:53])=[CH:48][CH:47]=2)=[CH:43][CH:44]=1)C1C=CC=CC=1.[H][H].